This data is from Merck oncology drug combination screen with 23,052 pairs across 39 cell lines. The task is: Regression. Given two drug SMILES strings and cell line genomic features, predict the synergy score measuring deviation from expected non-interaction effect. Drug 1: CC1(c2nc3c(C(N)=O)cccc3[nH]2)CCCN1. Drug 2: Cn1cc(-c2cnn3c(N)c(Br)c(C4CCCNC4)nc23)cn1. Cell line: SW837. Synergy scores: synergy=-85.5.